This data is from Full USPTO retrosynthesis dataset with 1.9M reactions from patents (1976-2016). The task is: Predict the reactants needed to synthesize the given product. (1) Given the product [CH2:1]([O:3][C:4]([N:6]1[CH2:11][CH2:10][N:9]([C:12](=[O:52])[C@@H:13]([NH:23][C:24]([C:26]2[CH:30]=[C:29]([O:31][CH2:32][C:33]([N:35]3[CH2:39][C:38]([F:40])([F:41])[CH2:37][C@H:36]3[C:59]([OH:58])=[O:54])=[O:34])[N:28]([C:46]3[CH:47]=[CH:48][CH:49]=[CH:50][CH:51]=3)[N:27]=2)=[O:25])[CH2:14][CH2:15][C:16]([O:18][C:19]([CH3:21])([CH3:22])[CH3:20])=[O:17])[CH2:8][CH2:7]1)=[O:5])[CH3:2], predict the reactants needed to synthesize it. The reactants are: [CH2:1]([O:3][C:4]([N:6]1[CH2:11][CH2:10][N:9]([C:12](=[O:52])[C@@H:13]([NH:23][C:24]([C:26]2[CH:30]=[C:29]([O:31][CH2:32][C:33]([N:35]3[CH2:39][C:38]([F:41])([F:40])[C:37](=C=O)[C@@H:36]3OC)=[O:34])[N:28]([C:46]3[CH:51]=[CH:50][CH:49]=[CH:48][CH:47]=3)[N:27]=2)=[O:25])[CH2:14][CH2:15][C:16]([O:18][C:19]([CH3:22])([CH3:21])[CH3:20])=[O:17])[CH2:8][CH2:7]1)=[O:5])[CH3:2].[Li+].[OH-:54].C1[CH2:59][O:58]CC1. (2) Given the product [CH3:29][C:25]1[CH:24]=[C:23]([NH:22]/[C:13](=[C:6]2\[C:5](=[O:21])[NH:4][C:12]3[C:7]\2=[CH:8][CH:9]=[CH:10][CH:11]=3)/[C:14]2[CH:15]=[CH:16][CH:17]=[CH:18][CH:19]=2)[CH:28]=[CH:27][CH:26]=1, predict the reactants needed to synthesize it. The reactants are: C([N:4]1[C:12]2[C:7](=[CH:8][CH:9]=[CH:10][CH:11]=2)[C:6](=[C:13](Cl)[C:14]2[CH:19]=[CH:18][CH:17]=[CH:16][CH:15]=2)[C:5]1=[O:21])(=O)C.[NH2:22][C:23]1[CH:28]=[CH:27][CH:26]=[C:25]([CH3:29])[CH:24]=1.[OH-].[Na+]. (3) Given the product [C:7]([O:11][C:12]([NH:14][CH2:15][C:16]1[CH:21]=[CH:20][C:19]([C:22]2[CH:23]=[CH:24][C:25]([Cl:28])=[CH:26][CH:27]=2)=[C:18]([CH2:29][OH:30])[CH:17]=1)=[O:13])([CH3:10])([CH3:8])[CH3:9], predict the reactants needed to synthesize it. The reactants are: [H-].[H-].[H-].[H-].[Li+].[Al+3].[C:7]([O:11][C:12]([NH:14][CH2:15][C:16]1[CH:17]=[C:18]([C:29](OC)=[O:30])[C:19]([C:22]2[CH:27]=[CH:26][C:25]([Cl:28])=[CH:24][CH:23]=2)=[CH:20][CH:21]=1)=[O:13])([CH3:10])([CH3:9])[CH3:8].[C@H](O)(C([O-])=O)[C@@H](O)C([O-])=O.[Na+].[K+].